From a dataset of Peptide-MHC class II binding affinity with 134,281 pairs from IEDB. Regression. Given a peptide amino acid sequence and an MHC pseudo amino acid sequence, predict their binding affinity value. This is MHC class II binding data. (1) The peptide sequence is AAASVPAADKFKTFE. The MHC is HLA-DPA10201-DPB10501 with pseudo-sequence HLA-DPA10201-DPB10501. The binding affinity (normalized) is 0.320. (2) The peptide sequence is WSEIQTLKPNLIGPF. The MHC is DRB1_0901 with pseudo-sequence DRB1_0901. The binding affinity (normalized) is 0.807. (3) The peptide sequence is DTGHGTVVMQVKVSK. The MHC is HLA-DQA10201-DQB10303 with pseudo-sequence HLA-DQA10201-DQB10303. The binding affinity (normalized) is 0.487. (4) The peptide sequence is NLADAVSKAPQLVPK. The MHC is DRB1_0301 with pseudo-sequence DRB1_0301. The binding affinity (normalized) is 0.0853. (5) The peptide sequence is GDKVAYALAQGLKVI. The MHC is DRB1_0405 with pseudo-sequence DRB1_0405. The binding affinity (normalized) is 0.893. (6) The MHC is DRB1_1101 with pseudo-sequence DRB1_1101. The peptide sequence is GVLQIVDKIDAAFKI. The binding affinity (normalized) is 0.711. (7) The peptide sequence is FNFSQDDLLTEDVMI. The MHC is HLA-DQA10101-DQB10501 with pseudo-sequence HLA-DQA10101-DQB10501. The binding affinity (normalized) is 0.393. (8) The peptide sequence is GELQFVDKIDAAFKI. The MHC is DRB1_1501 with pseudo-sequence DRB1_1501. The binding affinity (normalized) is 0.331.